From a dataset of Experimental lipophilicity measurements (octanol/water distribution) for 4,200 compounds from AstraZeneca. Regression/Classification. Given a drug SMILES string, predict its absorption, distribution, metabolism, or excretion properties. Task type varies by dataset: regression for continuous measurements (e.g., permeability, clearance, half-life) or binary classification for categorical outcomes (e.g., BBB penetration, CYP inhibition). For this dataset (lipophilicity_astrazeneca), we predict Y. (1) The Y is 3.28 logD. The drug is O=C(NC[C@@H](O)CN1CCC(Oc2ccc(Cl)c(Cl)c2)CC1)c1cnnc2ccccc12. (2) The drug is COc1cc(OC)cc(-c2cc3cnc(N)nc3nc2N)c1. The Y is 2.14 logD. (3) The compound is CNc1nc(C)c(-c2nc(Nc3cccc(N4CCCN(C(C)=O)CC4)c3)ncc2C#N)s1. The Y is 3.20 logD. (4) The drug is Cn1cc(CN2CCc3cc4nc(N)sc4cc3CC2)cn1. The Y is 1.06 logD.